This data is from NCI-60 drug combinations with 297,098 pairs across 59 cell lines. The task is: Regression. Given two drug SMILES strings and cell line genomic features, predict the synergy score measuring deviation from expected non-interaction effect. (1) Drug 1: CC1C(C(CC(O1)OC2CC(CC3=C2C(=C4C(=C3O)C(=O)C5=C(C4=O)C(=CC=C5)OC)O)(C(=O)C)O)N)O.Cl. Drug 2: CCCS(=O)(=O)NC1=C(C(=C(C=C1)F)C(=O)C2=CNC3=C2C=C(C=N3)C4=CC=C(C=C4)Cl)F. Cell line: NCI/ADR-RES. Synergy scores: CSS=-3.12, Synergy_ZIP=1.27, Synergy_Bliss=-0.849, Synergy_Loewe=-3.40, Synergy_HSA=-3.12. (2) Drug 1: CC12CCC3C(C1CCC2=O)CC(=C)C4=CC(=O)C=CC34C. Drug 2: CC12CCC3C(C1CCC2O)C(CC4=C3C=CC(=C4)O)CCCCCCCCCS(=O)CCCC(C(F)(F)F)(F)F. Cell line: UO-31. Synergy scores: CSS=27.6, Synergy_ZIP=-6.98, Synergy_Bliss=-5.32, Synergy_Loewe=-4.94, Synergy_HSA=-4.96.